Dataset: Full USPTO retrosynthesis dataset with 1.9M reactions from patents (1976-2016). Task: Predict the reactants needed to synthesize the given product. Given the product [CH2:1]=[CH:2][C:3]1[CH:8]=[CH:7][CH:6]=[CH:5][CH:4]=1.[CH:22]([C:23]1[CH:28]=[CH:27][C:26]([CH:11]=[CH2:12])=[CH:25][CH:24]=1)=[CH2:21], predict the reactants needed to synthesize it. The reactants are: [CH2:1]=[CH:2][C:3]1[CH:8]=[CH:7][CH:6]=[CH:5][CH:4]=1.N(C(C)(C)C#N)=N[C:11](C)(C)[C:12]#N.[CH3:21][CH2:22][CH2:23][CH2:24][CH2:25][CH2:26][CH2:27][CH3:28].